Dataset: Full USPTO retrosynthesis dataset with 1.9M reactions from patents (1976-2016). Task: Predict the reactants needed to synthesize the given product. (1) Given the product [Cl:11][C:7]1[C:2]([OH:1])=[N:3][CH:4]=[C:5]([N+:8]([O-:10])=[O:9])[CH:6]=1, predict the reactants needed to synthesize it. The reactants are: [OH:1][C:2]1[CH:7]=[CH:6][C:5]([N+:8]([O-:10])=[O:9])=[CH:4][N:3]=1.[ClH:11]. (2) Given the product [OH:33][CH2:32][C:28]1[CH:27]=[C:26]([NH:25][C:13]([CH:14]2[C:15]3[C:16](=[CH:20][CH:21]=[CH:22][CH:23]=3)[C:17](=[O:19])[N:12]([CH2:11][CH2:10][O:9][CH3:8])[CH:6]2[C:2]2[S:1][CH:5]=[CH:4][CH:3]=2)=[O:24])[CH:31]=[CH:30][CH:29]=1, predict the reactants needed to synthesize it. The reactants are: [S:1]1[CH:5]=[CH:4][CH:3]=[C:2]1[CH:6]=O.[CH3:8][O:9][CH2:10][CH2:11][NH2:12].[C:13]1(=[O:24])[O:19][C:17](=O)[C:16]2=[CH:20][CH:21]=[CH:22][CH:23]=[C:15]2[CH2:14]1.[NH2:25][C:26]1[CH:27]=[C:28]([CH2:32][OH:33])[CH:29]=[CH:30][CH:31]=1. (3) Given the product [Br:1][C:2]1[CH:3]=[C:4]2[N:10](/[N:11]=[CH:12]/[C:13]3[CH:18]=[CH:17][CH:16]=[CH:15][CH:14]=3)[CH:9]=[CH:8][C:5]2=[N:6][CH:7]=1, predict the reactants needed to synthesize it. The reactants are: [Br:1][C:2]1[CH:3]=[C:4]2[N:10]([NH2:11])[CH:9]=[CH:8][C:5]2=[N:6][CH:7]=1.[CH:12](=O)[C:13]1[CH:18]=[CH:17][CH:16]=[CH:15][CH:14]=1. (4) Given the product [CH2:1]([O:8][C:9](=[O:19])[NH:10][C:11]1[C:12](=[O:18])[N:13]([O:17][CH2:26][C:27]2[CH:32]=[CH:31][CH:30]=[CH:29][CH:28]=2)[CH:14]=[CH:15][CH:16]=1)[C:2]1[CH:7]=[CH:6][CH:5]=[CH:4][CH:3]=1, predict the reactants needed to synthesize it. The reactants are: [CH2:1]([O:8][C:9](=[O:19])[NH:10][C:11]1[C:12](=[O:18])[N:13]([OH:17])[CH:14]=[CH:15][CH:16]=1)[C:2]1[CH:7]=[CH:6][CH:5]=[CH:4][CH:3]=1.C([O-])([O-])=O.[K+].[K+].[CH2:26](Br)[C:27]1[CH:32]=[CH:31][CH:30]=[CH:29][CH:28]=1. (5) Given the product [C:8]([C:10]1[CH:18]=[CH:17][C:13]([C:14]([O:16][CH3:2])=[O:15])=[C:12]([F:19])[CH:11]=1)#[N:9], predict the reactants needed to synthesize it. The reactants are: O1CCOC[CH2:2]1.Cl.[C:8]([C:10]1[CH:18]=[CH:17][C:13]([C:14]([OH:16])=[O:15])=[C:12]([F:19])[CH:11]=1)#[N:9]. (6) Given the product [CH:20]1([CH2:19][N:18]2[C:3]3[C:2](=[N:7][CH:6]=[C:5]([C:8]4[CH:13]=[CH:12][N:11]=[C:10]([NH:14][C:15](=[O:17])[CH3:16])[CH:9]=4)[CH:4]=3)[NH:1][S:23]2(=[O:25])=[O:24])[CH2:22][CH2:21]1, predict the reactants needed to synthesize it. The reactants are: [NH2:1][C:2]1[N:7]=[CH:6][C:5]([C:8]2[CH:13]=[CH:12][N:11]=[C:10]([NH:14][C:15](=[O:17])[CH3:16])[CH:9]=2)=[CH:4][C:3]=1[NH:18][CH2:19][CH:20]1[CH2:22][CH2:21]1.[S:23](N)(N)(=[O:25])=[O:24].N1C=CC=CC=1. (7) Given the product [CH3:1][C:2]1[O:6][C:5]([C:7]2[CH:8]=[CH:9][C:10]3[O:14][CH:13]=[C:12]([C:15]4[CH:16]=[CH:17][C:18]([O:21][CH2:24][CH2:25][S:26][CH3:27])=[CH:19][CH:20]=4)[C:11]=3[CH:22]=2)=[N:4][N:3]=1, predict the reactants needed to synthesize it. The reactants are: [CH3:1][C:2]1[O:6][C:5]([C:7]2[CH:8]=[CH:9][C:10]3[O:14][CH:13]=[C:12]([C:15]4[CH:20]=[CH:19][C:18]([OH:21])=[CH:17][CH:16]=4)[C:11]=3[CH:22]=2)=[N:4][N:3]=1.Cl[CH2:24][CH2:25][S:26][CH3:27].[I-].[Na+].C(=O)([O-])[O-].[K+].[K+].